From a dataset of Catalyst prediction with 721,799 reactions and 888 catalyst types from USPTO. Predict which catalyst facilitates the given reaction. (1) The catalyst class is: 187. Product: [C:15]([O:3][C:1]([NH:61][CH2:60][C:57]1[CH:58]=[CH:59][C:50]([NH:49][C:36]2[CH:37]=[C:38]([C:45]([F:48])([F:47])[F:46])[CH:39]=[CH:40][C:41]=2[N+:42]([O-:44])=[O:43])=[C:51]([CH:56]=1)[C:52]([O:54][CH3:55])=[O:53])=[O:4])([CH3:20])([CH3:16])[CH3:14]. Reactant: [C:1]([O-:4])([O-:3])=O.[Cs+].[Cs+].C1(P(C2CCCCC2)[C:14]2C=CC=[CH:16][C:15]=2[C:20]2C=CC=CC=2N(C)C)CCCCC1.Br[C:36]1[CH:37]=[C:38]([C:45]([F:48])([F:47])[F:46])[CH:39]=[CH:40][C:41]=1[N+:42]([O-:44])=[O:43].[NH2:49][C:50]1[CH:59]=[CH:58][C:57]([CH:60](C(OC(C)(C)C)=O)[NH2:61])=[CH:56][C:51]=1[C:52]([O:54][CH3:55])=[O:53]. (2) Reactant: [Mg].[F:2][C:3]1[CH:4]=[C:5](Br)[CH:6]=[C:7]([F:9])[CH:8]=1.II.C([O:15][CH2:16][CH3:17])=O. Product: [F:2][C:3]1[CH:4]=[C:5]([CH:16]([C:17]2[CH:4]=[C:3]([F:2])[CH:8]=[C:7]([F:9])[CH:6]=2)[OH:15])[CH:6]=[C:7]([F:9])[CH:8]=1. The catalyst class is: 28. (3) Product: [CH3:28][CH:27]([C:26]([O:25][C:18]1[CH:19]=[CH:20][C:21]([CH2:23][OH:24])=[CH:22][C:17]=1[C@@H:10]([C:11]1[CH:12]=[CH:13][CH:14]=[CH:15][CH:16]=1)[CH2:9][CH2:8][N:4]([CH:1]([CH3:3])[CH3:2])[CH:5]([CH3:7])[CH3:6])=[O:37])[CH3:32].[C:33]([O-:37])(=[O:39])[CH:26]([C:27]1[CH:28]=[CH:29][CH:30]=[CH:31][CH:32]=1)[OH:25]. Reactant: [CH:1]([N:4]([CH2:8][CH2:9][CH:10]([C:17]1[CH:22]=[C:21]([CH2:23][OH:24])[CH:20]=[CH:19][C:18]=1[O:25][CH2:26][C:27]1[CH:32]=[CH:31][CH:30]=[CH:29][CH:28]=1)[C:11]1[CH:16]=[CH:15][CH:14]=[CH:13][CH:12]=1)[CH:5]([CH3:7])[CH3:6])([CH3:3])[CH3:2].[C:33](Cl)(=[O:37])C(C)C.[OH2:39]. The catalyst class is: 2. (4) Reactant: [CH2:1]([C:3]1[C:8](=[O:9])[N:7]2[N:10]=[CH:11][C:12]([C:13]3[CH:14]=[N:15][NH:16][CH:17]=3)=[C:6]2[NH:5][C:4]=1[CH3:18])[CH3:2].Cl[C:20]1[N:25]=[CH:24][CH:23]=[CH:22][N:21]=1.CN(C)CCN.C([O-])([O-])=O.[Cs+].[Cs+]. Product: [CH2:1]([C:3]1[C:8](=[O:9])[N:7]2[N:10]=[CH:11][C:12]([C:13]3[CH:14]=[N:15][N:16]([C:20]4[N:25]=[CH:24][CH:23]=[CH:22][N:21]=4)[CH:17]=3)=[C:6]2[NH:5][C:4]=1[CH3:18])[CH3:2]. The catalyst class is: 185. (5) The catalyst class is: 10. Product: [Cl:6][C:7]1[CH:8]=[CH:9][CH:10]=[C:11]2[C:16]=1[N:15]=[CH:14][C:13]([S:30]([Cl:34])(=[O:32])=[O:31])=[CH:12]2. Reactant: [N+]([O-])([O-])=O.[K+].[Cl:6][C:7]1[CH:8]=[CH:9][CH:10]=[C:11]2[C:16]=1[N:15]=[CH:14][C:13](SS[C:13]1[CH:14]=[N:15][C:16]3[C:11]([CH:12]=1)=[CH:10][CH:9]=[CH:8][C:7]=3[Cl:6])=[CH:12]2.[S:30]([Cl:34])(Cl)(=[O:32])=[O:31].C(=O)([O-])[O-].[Na+].[Na+]. (6) Reactant: C([CH:6]([O:10][C:11]([NH:13][CH2:14][C:15]1([CH2:21][C:22]([OH:24])=[O:23])[CH2:20][CH2:19][CH2:18][CH2:17][CH2:16]1)=[O:12])[CH2:7][CH2:8][CH3:9])(=O)C(C)C.ClC1[CH:27]=[C:28]([CH:33]=CC=1)[C:29]([O:31]O)=[O:30].C([O-])(O)=O.[Na+].C(O)(=O)CC(CC(O)=O)(C(O)=O)O. Product: [C:29]([O:31][CH:6]([O:10][C:11]([NH:13][CH2:14][C:15]1([CH2:21][C:22]([OH:24])=[O:23])[CH2:16][CH2:17][CH2:18][CH2:19][CH2:20]1)=[O:12])[CH2:7][CH2:8][CH3:9])(=[O:30])[CH:28]([CH3:33])[CH3:27]. The catalyst class is: 4. (7) Reactant: [CH2:1]([OH:19])[CH2:2]CCCCCCCCCCCCCCCC.C(N=C=O)CCCCC[N:26]=[C:27]=[O:28].NC(NC(N)=O)=O.[C:39]([O-:52])(=[O:51])[CH2:40][CH2:41]CCCCCCCCC.C([Sn+2]CCCC)CCC.[C:39]([O-:52])(=[O:51])[CH2:40][CH2:41]CCCCCCCCC.COC1C=CC(O)=CC=1. Product: [C:39]([OH:52])(=[O:51])[CH:40]=[CH2:41].[NH2:26][C:27]([O:19][CH2:1][CH3:2])=[O:28]. The catalyst class is: 11. (8) The catalyst class is: 4. Product: [CH3:1][C:2]1[S:6][C:5]2=[N:7][C:8]3[CH:9]=[CH:10][CH:11]=[CH:12][C:13]=3[N:14]([C:31]([O:33][CH:34]([Cl:36])[CH3:35])=[O:32])[C:15]([N:16]3[CH2:17][CH2:18][N:19]([CH3:22])[CH2:20][CH2:21]3)=[C:4]2[CH:3]=1. Reactant: [CH3:1][C:2]1[S:6][C:5]2[NH:7][C:8]3[CH:9]=[CH:10][CH:11]=[CH:12][C:13]=3[N:14]=[C:15]([N:16]3[CH2:21][CH2:20][N:19]([CH3:22])[CH2:18][CH2:17]3)[C:4]=2[CH:3]=1.C(N(CC)CC)C.Cl[C:31]([O:33][CH:34]([Cl:36])[CH3:35])=[O:32]. (9) Reactant: [Si:1]([O:18][CH2:19][C:20]1[C:21]([N:35]2[CH2:40][C@H:39]([CH3:41])[O:38][C@H:37]([CH3:42])[CH2:36]2)=[C:22]([F:34])[C:23]([F:33])=[C:24]([C:26](=[O:32])[C:27]([O:29]CC)=[O:28])[CH:25]=1)([C:14]([CH3:17])([CH3:16])[CH3:15])([C:8]1[CH:13]=[CH:12][CH:11]=[CH:10][CH:9]=1)[C:2]1[CH:7]=[CH:6][CH:5]=[CH:4][CH:3]=1.[OH-].[K+].C(O)(=O)C. Product: [Si:1]([O:18][CH2:19][C:20]1[C:21]([N:35]2[CH2:36][C@H:37]([CH3:42])[O:38][C@H:39]([CH3:41])[CH2:40]2)=[C:22]([F:34])[C:23]([F:33])=[C:24]([C:26](=[O:32])[C:27]([OH:29])=[O:28])[CH:25]=1)([C:14]([CH3:16])([CH3:15])[CH3:17])([C:2]1[CH:7]=[CH:6][CH:5]=[CH:4][CH:3]=1)[C:8]1[CH:13]=[CH:12][CH:11]=[CH:10][CH:9]=1. The catalyst class is: 40. (10) Reactant: Cl.[CH3:2][CH:3]([O:5][C:6]1[CH:13]=[CH:12][C:11]([C:14]2[O:18][N:17]=[C:16]([C:19]3[C:29]4[O:28][CH2:27][CH2:26][NH:25][CH2:24][C:23]=4[CH:22]=[CH:21][CH:20]=3)[N:15]=2)=[CH:10][C:7]=1[C:8]#[N:9])[CH3:4].C(N(CC)C(C)C)(C)C.Br[CH2:40][CH2:41][C:42]([O:44][CH2:45][CH3:46])=[O:43]. Product: [C:8]([C:7]1[CH:10]=[C:11]([C:14]2[O:18][N:17]=[C:16]([C:19]3[C:29]4[O:28][CH2:27][CH2:26][N:25]([CH2:40][CH2:41][C:42]([O:44][CH2:45][CH3:46])=[O:43])[CH2:24][C:23]=4[CH:22]=[CH:21][CH:20]=3)[N:15]=2)[CH:12]=[CH:13][C:6]=1[O:5][CH:3]([CH3:2])[CH3:4])#[N:9]. The catalyst class is: 10.